Dataset: Reaction yield outcomes from USPTO patents with 853,638 reactions. Task: Predict the reaction yield, written as a fraction of the theoretical maximum amount of product (1.0 means a 100% yield; for example, 0.34 means a 34% yield). (1) The reactants are [CH:1]([C@@H:4]1[C:9](=[O:10])[N:8]([C:11]2[CH:16]=[C:15]([S:17]([CH3:20])(=[O:19])=[O:18])[C:14]([C:21]([O:23][CH3:24])=[O:22])=[CH:13][C:12]=2[N+:25]([O-])=O)[CH2:7][CH2:6][N:5]1[C:28]([O:30][C:31]([CH3:34])([CH3:33])[CH3:32])=[O:29])([CH3:3])[CH3:2]. The catalyst is C1COCC1.CO.[Ni]. The product is [NH2:25][C:12]1[CH:13]=[C:14]([C:21]([O:23][CH3:24])=[O:22])[C:15]([S:17]([CH3:20])(=[O:18])=[O:19])=[CH:16][C:11]=1[N:8]1[CH2:7][CH2:6][N:5]([C:28]([O:30][C:31]([CH3:32])([CH3:33])[CH3:34])=[O:29])[C@H:4]([CH:1]([CH3:2])[CH3:3])[C:9]1=[O:10]. The yield is 1.00. (2) The reactants are P(Cl)(Cl)(Cl)(Cl)Cl.[CH2:7]([O:11][C:12]1[CH:17]=[CH:16][C:15]([C:18]([NH:20][CH:21]2[CH2:26][CH2:25][CH:24]([O:27][C:28](=[O:30])[CH3:29])[CH2:23][CH:22]2[C:31]2[CH:36]=[CH:35][C:34]([O:37][CH3:38])=[C:33]([O:39][CH3:40])[CH:32]=2)=O)=[CH:14][CH:13]=1)[CH2:8][CH2:9][CH3:10].C(N(CC)CC)C.O. The catalyst is ClCCl. The product is [CH2:7]([O:11][C:12]1[CH:17]=[CH:16][C:15]([C:18]2[C:36]3[C:31](=[CH:32][C:33]([O:39][CH3:40])=[C:34]([O:37][CH3:38])[CH:35]=3)[CH:22]3[CH:21]([CH2:26][CH2:25][CH:24]([O:27][C:28](=[O:30])[CH3:29])[CH2:23]3)[N:20]=2)=[CH:14][CH:13]=1)[CH2:8][CH2:9][CH3:10]. The yield is 0.870. (3) The reactants are F[C:2](F)(F)[C:3]1[CH:8]=[CH:7][C:6]([OH:9])=[CH:5][CH:4]=1.[C:12](OCC)(=[O:14])C.[CH3:18][CH2:19][CH2:20][CH2:21][CH2:22]C. The catalyst is CCCCCC. The product is [CH:2]1([C:3]2[CH:8]=[CH:7][C:6]([OH:9])=[C:5]([CH:4]=2)[CH:12]=[O:14])[CH2:22][CH2:21][CH2:20][CH2:19][CH2:18]1. The yield is 0.864. (4) The reactants are [NH:1]1[C:9]2[C:4](=[CH:5][CH:6]=[CH:7][CH:8]=2)[C:3]([C:10]([OH:12])=O)=[N:2]1.C(N1C=CN=C1)(N1C=CN=C1)=O.Cl.[CH3:26][NH:27][O:28][CH3:29]. The catalyst is CN(C=O)C. The product is [CH3:29][O:28][N:27]([CH3:26])[C:10]([C:3]1[C:4]2[C:9](=[CH:8][CH:7]=[CH:6][CH:5]=2)[NH:1][N:2]=1)=[O:12]. The yield is 0.790. (5) The reactants are F[C:2]1[C:3]([C:8]([OH:10])=[O:9])=[N:4][CH:5]=[CH:6][CH:7]=1.[CH3:11][O:12][CH2:13][CH2:14][OH:15].CC(C)([O-])C.[K+]. The catalyst is O.Cl. The product is [CH3:11][O:12][CH2:13][CH2:14][O:15][C:2]1[C:3]([C:8]([OH:10])=[O:9])=[N:4][CH:5]=[CH:6][CH:7]=1. The yield is 0.260.